Dataset: Cav3 T-type calcium channel HTS with 100,875 compounds. Task: Binary Classification. Given a drug SMILES string, predict its activity (active/inactive) in a high-throughput screening assay against a specified biological target. (1) The molecule is S(Oc1c(OC)ccc(c1)/C=N\NC(=O)c1cc([N+]([O-])=O)ccc1)(=O)(=O)c1ccccc1. The result is 0 (inactive). (2) The compound is S(=O)(=O)(N1CCC(NC(OCc2ccc(OC)cc2)=O)CC1)c1ccc(OC)cc1. The result is 0 (inactive). (3) The drug is S1(=O)(=O)N(C(c2c1cc(cc2)C(F)(F)F)CC(O)=O)Cc1ccccc1. The result is 0 (inactive). (4) The compound is S(C(C(Cn1ncnc1)C(=O)c1ccccc1)c1ccccc1)c1ccc(cc1)C. The result is 0 (inactive). (5) The result is 0 (inactive). The drug is O(C1(C(=O)c2cn(CC3CC3)c(C3CC3)cc2=CC1=O)C)C(=O)CCC(OC)=O. (6) The result is 0 (inactive). The drug is Brc1ccc(c2oc(CSc3n(C)cnn3)cc2)cc1. (7) The molecule is O=C1N(C(Nc2cc(OC)c(OC)c(OC)c2)c2c1cccc2)Cc1cc2OCOc2cc1. The result is 0 (inactive). (8) The result is 0 (inactive). The molecule is Clc1cc(/C=N\Nc2nc3nc(cc(c3cc2)C(F)(F)F)C(F)(F)F)ccc1. (9) The drug is Clc1ccc(c2c(N\C=C3\C(=O)CC(CC3=O)c3occc3)n[nH]c2C)cc1. The result is 0 (inactive).